Dataset: Peptide-MHC class II binding affinity with 134,281 pairs from IEDB. Task: Regression. Given a peptide amino acid sequence and an MHC pseudo amino acid sequence, predict their binding affinity value. This is MHC class II binding data. (1) The peptide sequence is DGPIRRNPAGNVARP. The MHC is DRB4_0101 with pseudo-sequence DRB4_0103. The binding affinity (normalized) is 0.311. (2) The peptide sequence is SVGSLGRYKDEKDVT. The MHC is DRB1_1602 with pseudo-sequence DRB1_1602. The binding affinity (normalized) is 0.167. (3) The peptide sequence is ILGAVLEAVDNWVEF. The MHC is DRB1_0101 with pseudo-sequence DRB1_0101. The binding affinity (normalized) is 0.581. (4) The binding affinity (normalized) is 0.0879. The peptide sequence is PRLLYAKSSPAYPSV. The MHC is HLA-DQA10104-DQB10503 with pseudo-sequence HLA-DQA10104-DQB10503. (5) The peptide sequence is RICCEPKKTTNAEFT. The MHC is DRB5_0101 with pseudo-sequence DRB5_0101. The binding affinity (normalized) is 0.775.